This data is from Catalyst prediction with 721,799 reactions and 888 catalyst types from USPTO. The task is: Predict which catalyst facilitates the given reaction. (1) Reactant: [NH2:1][C:2]1[CH:10]=[CH:9][C:5]([C:6]([OH:8])=O)=[CH:4][CH:3]=1.CCN=C=NCCCN(C)C.Cl.Cl.C1C=CC2N(O)N=NC=2C=1.CCN(CC)CC.[C:41]([N:48]1[CH2:53][CH2:52][NH:51][CH2:50][CH2:49]1)([O:43][C:44]([CH3:47])([CH3:46])[CH3:45])=[O:42].[OH-].[Na+]. Product: [NH2:1][C:2]1[CH:3]=[CH:4][C:5]([C:6]([N:51]2[CH2:50][CH2:49][N:48]([C:41]([O:43][C:44]([CH3:47])([CH3:46])[CH3:45])=[O:42])[CH2:53][CH2:52]2)=[O:8])=[CH:9][CH:10]=1. The catalyst class is: 31. (2) Reactant: O/[C:2](=[CH:8]\[C:9](=O)[CH2:10][CH:11]([CH3:13])[CH3:12])/[C:3]([O:5][CH2:6][CH3:7])=[O:4].Cl.[C:16]([NH:20][NH2:21])([CH3:19])([CH3:18])[CH3:17].CCCCCC.CCOC(C)=O. Product: [C:16]([N:20]1[C:9]([CH2:10][CH:11]([CH3:13])[CH3:12])=[CH:8][C:2]([C:3]([O:5][CH2:6][CH3:7])=[O:4])=[N:21]1)([CH3:19])([CH3:18])[CH3:17]. The catalyst class is: 8. (3) Reactant: C[O:2][C:3](=[O:38])[C:4]1[CH:37]=[CH:36][C:7]([C:8]([NH:10][C:11]2[C:16]([CH3:17])=[CH:15][C:14]([O:18][CH2:19][C:20]3[C:21]([C:28]4[C:33]([Cl:34])=[CH:32][CH:31]=[CH:30][C:29]=4[Cl:35])=[N:22][O:23][C:24]=3[CH:25]([CH3:27])[CH3:26])=[CH:13][N:12]=2)=[O:9])=[CH:6][CH:5]=1.[H-].[Na+].[CH3:41]I.[OH-].[Na+]. Product: [Cl:35][C:29]1[CH:30]=[CH:31][CH:32]=[C:33]([Cl:34])[C:28]=1[C:21]1[C:20]([CH2:19][O:18][C:14]2[CH:15]=[C:16]([CH3:17])[C:11]([N:10]([CH3:41])[C:8](=[O:9])[C:7]3[CH:36]=[CH:37][C:4]([C:3]([OH:2])=[O:38])=[CH:5][CH:6]=3)=[N:12][CH:13]=2)=[C:24]([CH:25]([CH3:27])[CH3:26])[O:23][N:22]=1. The catalyst class is: 20.